From a dataset of Experimental lipophilicity measurements (octanol/water distribution) for 4,200 compounds from AstraZeneca. Regression/Classification. Given a drug SMILES string, predict its absorption, distribution, metabolism, or excretion properties. Task type varies by dataset: regression for continuous measurements (e.g., permeability, clearance, half-life) or binary classification for categorical outcomes (e.g., BBB penetration, CYP inhibition). For this dataset (lipophilicity_astrazeneca), we predict Y. The drug is O=C(O)CCc1nc(-c2ccccc2)c(-c2ccccc2)o1. The Y is 1.20 logD.